This data is from Full USPTO retrosynthesis dataset with 1.9M reactions from patents (1976-2016). The task is: Predict the reactants needed to synthesize the given product. (1) The reactants are: [F:1][C:2]([F:11])([F:10])[C:3]1[CH:8]=[CH:7][C:6]([SH:9])=[CH:5][CH:4]=1.[CH2:12]([CH:14](CCBr)[C:15]([OH:17])=[O:16])[CH3:13]. Given the product [F:11][C:2]([F:1])([F:10])[C:3]1[CH:4]=[CH:5][C:6]([S:9][CH2:13][CH2:12][CH2:14][C:15]([OH:17])=[O:16])=[CH:7][CH:8]=1, predict the reactants needed to synthesize it. (2) The reactants are: [F:1][C:2]([F:7])([F:6])[C:3]([OH:5])=[O:4].[F:8][C:9]([F:14])([F:13])[C:10]([OH:12])=[O:11].[F:15][C:16]([F:21])([F:20])[C:17]([OH:19])=[O:18].FC(F)(F)C(O)=O.[Cl:29][C:30]1[CH:31]=[N:32][C:33]2[NH:34][C:35]3[CH:36]=[N:37][CH:38]=[C:39]([CH:60]=3)[CH2:40][CH2:41][C:42]3[CH:50]=[C:46]([NH:47][C:48]=1[N:49]=2)[CH:45]=[CH:44][C:43]=3[NH:51][CH2:52][CH2:53][CH:54]1[CH2:59][CH2:58][NH:57][CH2:56][CH2:55]1.[CH3:61][C:62]1[O:66][N:65]=[C:64]([C:67](Cl)=[O:68])[CH:63]=1. Given the product [F:1][C:2]([F:7])([F:6])[C:3]([OH:5])=[O:4].[F:8][C:9]([F:14])([F:13])[C:10]([OH:12])=[O:11].[F:15][C:16]([F:21])([F:20])[C:17]([OH:19])=[O:18].[Cl:29][C:30]1[CH:31]=[N:32][C:33]2[NH:34][C:35]3[CH:36]=[N:37][CH:38]=[C:39]([CH:60]=3)[CH2:40][CH2:41][C:42]3[CH:50]=[C:46]([NH:47][C:48]=1[N:49]=2)[CH:45]=[CH:44][C:43]=3[NH:51][CH2:52][CH2:53][CH:54]1[CH2:55][CH2:56][N:57]([C:67]([C:64]2[CH:63]=[C:62]([CH3:61])[O:66][N:65]=2)=[O:68])[CH2:58][CH2:59]1, predict the reactants needed to synthesize it. (3) Given the product [CH:1]12[CH:10]3[CH2:11][CH:7]([CH2:8][CH2:9]3)[CH:6]1[CH:5]1[CH2:12][CH:2]2[CH:3]=[CH:4]1.[C:13]([C:16]1([CH2:23][C:24]([OH:26])=[O:25])[CH2:21][CH:20]2[CH2:22][CH:17]1[CH:18]=[CH:19]2)([OH:15])=[O:14], predict the reactants needed to synthesize it. The reactants are: [CH:1]12[CH:10]3[CH2:11][CH:7]([CH2:8][CH2:9]3)[CH:6]1[CH:5]1[CH2:12][CH:2]2[CH:3]=[CH:4]1.[C:13]([C:16]1([CH2:23][C:24]([OH:26])=[O:25])[CH2:21][CH:20]2[CH2:22][CH:17]1[CH:18]=[CH:19]2)([OH:15])=[O:14].